Dataset: Full USPTO retrosynthesis dataset with 1.9M reactions from patents (1976-2016). Task: Predict the reactants needed to synthesize the given product. (1) Given the product [CH2:1]([O:3][C:4]([C:5]1[CH:11]=[C:12]([C:14]2[CH:19]=[CH:18][N:17]=[C:16]([Cl:20])[CH:15]=2)[NH:26][C:6]=1[CH:7]([CH3:9])[CH3:8])=[O:21])[CH3:2], predict the reactants needed to synthesize it. The reactants are: [CH2:1]([O:3][C:4](=[O:21])[CH:5]([CH2:11][C:12]([C:14]1[CH:19]=[CH:18][N:17]=[C:16]([Cl:20])[CH:15]=1)=O)[C:6](=O)[CH:7]([CH3:9])[CH3:8])[CH3:2].C([O-])(=O)C.[NH4+:26].C([O-])(O)=O.[Na+]. (2) Given the product [F:2][C:3]1[CH:8]=[CH:7][C:6]([NH:9][C:10]2[CH:15]=[CH:14][N:13]=[C:12]([NH:16][C:17]3[CH:22]=[CH:21][C:20]([S:23]([N:29]([CH3:28])[CH:30]4[CH2:35][CH2:34][N:33]([CH2:36][C:37]5[CH:42]=[CH:41][CH:40]=[CH:39][N:38]=5)[CH2:32][CH2:31]4)(=[O:25])=[O:24])=[CH:19][CH:18]=3)[N:11]=2)=[CH:5][CH:4]=1, predict the reactants needed to synthesize it. The reactants are: Cl.[F:2][C:3]1[CH:8]=[CH:7][C:6]([NH:9][C:10]2[CH:15]=[CH:14][N:13]=[C:12]([NH:16][C:17]3[CH:22]=[CH:21][C:20]([S:23](Cl)(=[O:25])=[O:24])=[CH:19][CH:18]=3)[N:11]=2)=[CH:5][CH:4]=1.Cl.[CH3:28][NH:29][CH:30]1[CH2:35][CH2:34][N:33]([CH2:36][C:37]2[CH:42]=[CH:41][CH:40]=[CH:39][N:38]=2)[CH2:32][CH2:31]1. (3) Given the product [CH2:2]([OH:1])[C@@H:3]([C@H:5]([C@@H:7]([CH2:9][OH:10])[OH:8])[OH:6])[OH:4], predict the reactants needed to synthesize it. The reactants are: [O:1]=[CH:2][C@@H:3]([C@H:5]([C@@H:7]([CH2:9][OH:10])[OH:8])[OH:6])[OH:4].O=C[C@@H]([C@H]([C@H]([C@@H](CO)O)O)O)O.O=C([O-])[C@@H]([C@H]([C@@H](CO)O)O)O. (4) Given the product [CH3:1][O:2][C:3]1[CH:4]=[C:5]([NH:13][C:14]2[CH:19]=[N:18][CH:17]=[C:16]([C:30]3[CH:35]=[CH:34][C:33]([OH:36])=[CH:32][CH:31]=3)[N:15]=2)[CH:6]=[C:7]([O:11][CH3:12])[C:8]=1[O:9][CH3:10], predict the reactants needed to synthesize it. The reactants are: [CH3:1][O:2][C:3]1[CH:4]=[C:5]([NH:13][C:14]2[CH:19]=[N:18][CH:17]=[C:16](Cl)[N:15]=2)[CH:6]=[C:7]([O:11][CH3:12])[C:8]=1[O:9][CH3:10].B1([C:30]2[CH:35]=[CH:34][C:33]([OH:36])=[CH:32][CH:31]=2)OC(C)(C)C(C)(C)O1. (5) Given the product [CH3:7][O:6][C:5]1[CH:4]=[C:3]([CH:11]=[CH:10][C:8]=1[O:9][C:14]1[CH:19]=[CH:18][N:17]=[CH:16][CH:15]=1)[CH:2]=[O:1], predict the reactants needed to synthesize it. The reactants are: [O:1]=[CH:2][C:3]1[CH:11]=[CH:10][C:8]([OH:9])=[C:5]([O:6][CH3:7])[CH:4]=1.Cl.Cl[C:14]1[CH:19]=[CH:18][N:17]=[CH:16][CH:15]=1. (6) Given the product [CH3:7][O:9][C:5](=[O:6])[C:3]([CH3:10])=[CH2:2].[C:7]([OH:9])(=[O:1])[C:14]([CH3:13])=[CH2:15], predict the reactants needed to synthesize it. The reactants are: [OH:1][CH2:2][CH:3]([CH2:5][OH:6])O.[CH2:7]([OH:9])C.[CH2:10](S(O)(=O)=O)CC[CH2:13][CH2:14][CH3:15].